Dataset: Forward reaction prediction with 1.9M reactions from USPTO patents (1976-2016). Task: Predict the product of the given reaction. Given the reactants Br[C:2]1[CH:3]=[C:4]([NH:8][C:9](=[O:15])[O:10][C:11]([CH3:14])([CH3:13])[CH3:12])[CH:5]=[N:6][CH:7]=1.[CH3:16][Sn:17]([CH3:23])([CH3:22])[Sn:17]([CH3:23])([CH3:22])[CH3:16], predict the reaction product. The product is: [CH3:16][Sn:17]([CH3:23])([CH3:22])[C:2]1[CH:3]=[C:4]([NH:8][C:9](=[O:15])[O:10][C:11]([CH3:14])([CH3:13])[CH3:12])[CH:5]=[N:6][CH:7]=1.